Predict which catalyst facilitates the given reaction. From a dataset of Catalyst prediction with 721,799 reactions and 888 catalyst types from USPTO. (1) Reactant: [OH-:1].[Na+].C(O[CH2:12][CH2:13][C:14]1[S:15][C:16]([C:26]2[CH:31]=[CH:30][N:29]=[C:28]([NH:32][C:33](=[O:36])[CH2:34][CH3:35])[CH:27]=2)=[C:17]([C:19]2[CH:24]=[CH:23][CH:22]=[C:21]([CH3:25])[CH:20]=2)[N:18]=1)(=O)C1C=CC=CC=1. Product: [OH:1][CH:13]([C:14]1[S:15][C:16]([C:26]2[CH:31]=[CH:30][N:29]=[C:28]([NH:32][C:33](=[O:36])[CH2:34][CH3:35])[CH:27]=2)=[C:17]([C:19]2[CH:24]=[CH:23][CH:22]=[C:21]([CH3:25])[CH:20]=2)[N:18]=1)[CH3:12]. The catalyst class is: 111. (2) Product: [Cl:22][C:23]1[N:27]=[C:26]([N:1]2[CH2:2][CH2:3][CH:4]([NH:7][C:8](=[O:14])[O:9][C:10]([CH3:11])([CH3:13])[CH3:12])[CH2:5][CH2:6]2)[S:25][N:24]=1. The catalyst class is: 1. Reactant: [NH:1]1[CH2:6][CH2:5][CH:4]([NH:7][C:8](=[O:14])[O:9][C:10]([CH3:13])([CH3:12])[CH3:11])[CH2:3][CH2:2]1.C(N(CC)CC)C.[Cl:22][C:23]1[N:27]=[C:26](Cl)[S:25][N:24]=1. (3) Reactant: [F:1][C:2]1[CH:3]=[C:4]([C:9]2([OH:21])[CH2:13][CH2:12][N:11](C(OC(C)(C)C)=O)[CH2:10]2)[CH:5]=[CH:6][C:7]=1[F:8].FC(F)(F)C(O)=O. The catalyst class is: 4. Product: [F:1][C:2]1[CH:3]=[C:4]([C:9]2([OH:21])[CH2:13][CH2:12][NH:11][CH2:10]2)[CH:5]=[CH:6][C:7]=1[F:8]. (4) Reactant: [N:1]1([CH2:7][CH2:8][CH:9]=O)[CH2:6][CH2:5][CH2:4][CH2:3][CH2:2]1.[C-:11]#[N:12].[Na+].[NH4+:14].[Cl-].N.CO.N. Product: [NH2:14][CH:9]([C:11]#[N:12])[CH2:8][CH2:7][N:1]1[CH2:6][CH2:5][CH2:4][CH2:3][CH2:2]1. The catalyst class is: 5.